From a dataset of Full USPTO retrosynthesis dataset with 1.9M reactions from patents (1976-2016). Predict the reactants needed to synthesize the given product. (1) Given the product [NH2:3][C@@H:4]([C:12]([NH:14][C@H:15]([C:23]([NH:25][C@H:26]([C:34]([NH:36][C@@H:37]([C:48]([NH:50][C@H:51]([C:57]([NH:59][C@H:60]([C:64]([NH:66][C@H:67]([C:75]([NH:77][C@H:78]([C:82]([OH:84])=[O:83])[C@@H:79]([CH3:81])[OH:80])=[O:76])[CH2:68][S:69][CH2:70][NH:71][C:72]([CH3:74])=[O:73])=[O:65])[C@@H:61]([CH3:63])[OH:62])=[O:58])[CH2:52][CH2:53][CH2:54][CH2:55][NH2:56])=[O:49])[CH2:38][C:39]1[C:47]2[C:42](=[CH:43][CH:44]=[CH:45][CH:46]=2)[NH:41][CH:40]=1)=[O:35])[CH2:27][C:28]1[CH:33]=[CH:32][CH:31]=[CH:30][CH:29]=1)=[O:24])[CH2:16][S:17][CH2:18][NH:19][C:20]([CH3:22])=[O:21])=[O:13])[CH2:5][C:6]1[CH:11]=[CH:10][CH:9]=[CH:8][CH:7]=1, predict the reactants needed to synthesize it. The reactants are: [BH4-].[Na+].[NH2:3][C@@H:4]([C:12]([NH:14][C@H:15]([C:23]([NH:25][C@H:26]([C:34]([NH:36][C@@H:37]([C:48]([NH:50][C@H:51]([C:57]([NH:59][C@H:60]([C:64]([NH:66][C@H:67]([C:75]([NH:77][C@H:78]([C:82]([O:84]C)=[O:83])[C@@H:79]([CH3:81])[OH:80])=[O:76])[CH2:68][S:69][CH2:70][NH:71][C:72]([CH3:74])=[O:73])=[O:65])[C@@H:61]([CH3:63])[OH:62])=[O:58])[CH2:52][CH2:53][CH2:54][CH2:55][NH2:56])=[O:49])[CH2:38][C:39]1[C:47]2[C:42](=[CH:43][CH:44]=[CH:45][CH:46]=2)[NH:41][CH:40]=1)=[O:35])[CH2:27][C:28]1[CH:33]=[CH:32][CH:31]=[CH:30][CH:29]=1)=[O:24])[CH2:16][S:17][CH2:18][NH:19][C:20]([CH3:22])=[O:21])=[O:13])[CH2:5][C:6]1[CH:11]=[CH:10][CH:9]=[CH:8][CH:7]=1.C(O)(=O)C. (2) Given the product [CH2:21]([C:15]([NH:14][C:12]([C:10]1[CH:9]=[CH:8][C:7]([C:23]([F:24])([F:26])[F:25])=[C:6]([O:5][CH2:4][CH:1]2[CH2:2][CH2:3]2)[N:11]=1)=[O:13])([C:16](=[O:18])[NH:29][CH3:28])[CH2:19][CH3:20])[CH3:22], predict the reactants needed to synthesize it. The reactants are: [CH:1]1([CH2:4][O:5][C:6]2[N:11]=[C:10]([C:12]([NH:14][C:15]([CH2:21][CH3:22])([CH2:19][CH3:20])[C:16]([OH:18])=O)=[O:13])[CH:9]=[CH:8][C:7]=2[C:23]([F:26])([F:25])[F:24])[CH2:3][CH2:2]1.Cl.[CH3:28][NH2:29]. (3) The reactants are: [Cl:1][C:2]1[C:3]([CH3:25])=[C:4]([N:10]([CH2:22][CH:23]=C)[S:11](/[CH:14]=C/C2C=CC=CC=2)(=[O:13])=[O:12])[CH:5]=[CH:6][C:7]=1[C:8]#[N:9]. Given the product [Cl:1][C:2]1[C:3]([CH3:25])=[C:4]([N:10]2[CH2:22][CH:23]=[CH:14][S:11]2(=[O:12])=[O:13])[CH:5]=[CH:6][C:7]=1[C:8]#[N:9], predict the reactants needed to synthesize it. (4) The reactants are: [NH2:1][C:2]1[CH:7]=[C:6]([CH3:8])[CH:5]=[CH:4][C:3]=1[S:9]([NH2:12])(=[O:11])=[O:10].[Cl:13][C:14]1[CH:19]=[CH:18][C:17](/[CH:20]=[CH:21]/[S:22](Cl)(=[O:24])=[O:23])=[C:16]([O:26][CH3:27])[CH:15]=1. Given the product [Cl:13][C:14]1[CH:19]=[CH:18][C:17](/[CH:20]=[CH:21]/[S:22]([NH:1][C:2]2[CH:7]=[C:6]([CH3:8])[CH:5]=[CH:4][C:3]=2[S:9]([NH2:12])(=[O:10])=[O:11])(=[O:23])=[O:24])=[C:16]([O:26][CH3:27])[CH:15]=1, predict the reactants needed to synthesize it.